From a dataset of Forward reaction prediction with 1.9M reactions from USPTO patents (1976-2016). Predict the product of the given reaction. (1) Given the reactants [CH3:1][C@H:2]1[CH2:7][O:6][CH2:5][CH2:4][NH:3]1.Cl[C:9]1[C:10]([OH:23])=[N:11][C:12]2[C:17]([N:18]=1)=[CH:16][C:15]([C:19]([O:21][CH3:22])=[O:20])=[CH:14][CH:13]=2.CCN(C(C)C)C(C)C, predict the reaction product. The product is: [OH:23][C:10]1[C:9]([N:3]2[CH2:4][CH2:5][O:6][CH2:7][C@@H:2]2[CH3:1])=[N:18][C:17]2[C:12](=[CH:13][CH:14]=[C:15]([C:19]([O:21][CH3:22])=[O:20])[CH:16]=2)[N:11]=1. (2) Given the reactants [Cl-].[Al+3].[Cl-].[Cl-].[CH3:5][S:6]([N:9]1[C:18]2[C:13](=[CH:14][C:15]([O:19][CH3:20])=[CH:16][CH:17]=2)[CH2:12][CH2:11][C:10]1=[O:21])(=[O:8])=[O:7].[CH3:22][O:23]C(Cl)Cl, predict the reaction product. The product is: [CH3:5][S:6]([N:9]1[C:18]2[C:13](=[CH:14][C:15]([O:19][CH3:20])=[C:16]([CH:22]=[O:23])[CH:17]=2)[CH2:12][CH2:11][C:10]1=[O:21])(=[O:8])=[O:7]. (3) The product is: [CH3:45][O:44][C:42](=[O:43])[CH2:41][CH2:40][CH2:39][N:19]1[C:20]2[C:25](=[CH:24][C:23]([O:26][CH:27]([F:28])[F:29])=[CH:22][CH:21]=2)[C:17]([C:14]2[N:15]=[C:16]3[C:8]([C:6](=[O:7])[NH:5][C:1]([CH3:4])([CH3:3])[CH3:2])=[CH:9][N:10]([CH2:30][O:31][CH2:32][CH2:33][Si:34]([CH3:37])([CH3:36])[CH3:35])[C:11]3=[N:12][CH:13]=2)=[N:18]1. Given the reactants [C:1]([NH:5][C:6]([C:8]1[C:16]2[C:11](=[N:12][CH:13]=[C:14]([C:17]3[C:25]4[C:20](=[CH:21][CH:22]=[C:23]([O:26][CH:27]([F:29])[F:28])[CH:24]=4)[NH:19][N:18]=3)[N:15]=2)[N:10]([CH2:30][O:31][CH2:32][CH2:33][Si:34]([CH3:37])([CH3:36])[CH3:35])[CH:9]=1)=[O:7])([CH3:4])([CH3:3])[CH3:2].Br[CH2:39][CH2:40][CH2:41][C:42]([O:44][CH3:45])=[O:43].C(=O)([O-])[O-].[Cs+].[Cs+], predict the reaction product. (4) Given the reactants [CH2:1]([N:8]1[CH2:13][CH2:12][CH:11]([NH:14][C:15]([NH2:17])=[S:16])[CH2:10][CH2:9]1)[C:2]1[CH:7]=[CH:6][CH:5]=[CH:4][CH:3]=1.Br[CH2:19][C:20](=O)[C:21]([F:24])([F:23])[F:22], predict the reaction product. The product is: [CH2:1]([N:8]1[CH2:9][CH2:10][CH:11]([NH:14][C:15]2[S:16][CH:19]=[C:20]([C:21]([F:24])([F:23])[F:22])[N:17]=2)[CH2:12][CH2:13]1)[C:2]1[CH:3]=[CH:4][CH:5]=[CH:6][CH:7]=1. (5) Given the reactants [Cl:1][C:2]1[CH:3]=[C:4]([C:12]2[O:16][N:15]=[C:14]([CH2:17][O:18][C:19]3[CH:26]=[CH:25][C:22]([CH:23]=O)=[CH:21][CH:20]=3)[CH:13]=2)[CH:5]=[CH:6][C:7]=1[O:8][CH:9]([CH3:11])[CH3:10].[NH:27]1[CH2:30][CH:29]([C:31]([OH:33])=[O:32])[CH2:28]1.C(O)(=O)C.C([BH3-])#N, predict the reaction product. The product is: [Cl:1][C:2]1[CH:3]=[C:4]([C:12]2[O:16][N:15]=[C:14]([CH2:17][O:18][C:19]3[CH:26]=[CH:25][C:22]([CH2:23][N:27]4[CH2:30][CH:29]([C:31]([OH:33])=[O:32])[CH2:28]4)=[CH:21][CH:20]=3)[CH:13]=2)[CH:5]=[CH:6][C:7]=1[O:8][CH:9]([CH3:11])[CH3:10]. (6) Given the reactants [CH:1]1([NH2:4])[CH2:3][CH2:2]1.N1C=CC=CC=1.[C:11]1([CH2:17][C:18](Cl)=O)[CH:16]=[CH:15][CH:14]=[CH:13][CH:12]=1, predict the reaction product. The product is: [C:11]1([CH2:17][CH2:18][NH:4][CH:1]2[CH2:3][CH2:2]2)[CH:16]=[CH:15][CH:14]=[CH:13][CH:12]=1.